From a dataset of Retrosynthesis with 50K atom-mapped reactions and 10 reaction types from USPTO. Predict the reactants needed to synthesize the given product. (1) Given the product CC1(C)OCC(=O)N(C(=O)Oc2ccc([N+](=O)[O-])cc2)C1c1ccc(F)c(F)c1, predict the reactants needed to synthesize it. The reactants are: CC1(C)OCC(=O)NC1c1ccc(F)c(F)c1.O=C(Cl)Oc1ccc([N+](=O)[O-])cc1. (2) Given the product CCOC(=O)Cc1ccc(CCN2CCN(C(=O)C=Cc3cc(C(C)(C)C)c(O)c(C(C)(C)C)c3)CC2)cc1, predict the reactants needed to synthesize it. The reactants are: CC(C)(C)c1cc(C=CC(=O)O)cc(C(C)(C)C)c1O.CCOC(=O)Cc1ccc(CCN2CCNCC2)cc1. (3) Given the product [N-]=[N+]=N[C@H]1CCCC[C@H]1N1CC[C@@H](N)C1, predict the reactants needed to synthesize it. The reactants are: CC(C)(C)OC(=O)N[C@@H]1CCN([C@@H]2CCCC[C@@H]2N=[N+]=[N-])C1. (4) Given the product NC1(c2ccc(-c3c(-c4ccccc4)oc4c(-c5c[nH]nn5)cccc4c3=O)cc2)CCC1, predict the reactants needed to synthesize it. The reactants are: CC(C)(C)OC(=O)NC1(c2ccc(-c3c(-c4ccccc4)oc4c(-c5c[nH]nn5)cccc4c3=O)cc2)CCC1. (5) Given the product CC(C)CC(C(=O)O)N1C(=O)C(=O)c2cc(OC(F)(F)F)ccc21, predict the reactants needed to synthesize it. The reactants are: COC(=O)C(CC(C)C)N1C(=O)C(=O)c2cc(OC(F)(F)F)ccc21. (6) Given the product O=C(N1CCC(c2ccccc2)CC1)C(F)(F)F, predict the reactants needed to synthesize it. The reactants are: O=C(OC(=O)C(F)(F)F)C(F)(F)F.c1ccc(C2CCNCC2)cc1. (7) Given the product O=[N+]([O-])c1ccc(Cl)nc1NC1CCOCC1, predict the reactants needed to synthesize it. The reactants are: NC1CCOCC1.O=[N+]([O-])c1ccc(Cl)nc1Cl. (8) The reactants are: CCOC(=O)C1(c2ccc(B3OC(C)(C)C(C)(C)O3)cc2)CC1.Cc1noc(-c2ccc(Br)cc2)c1NC(=O)O[C@H](C)c1ccccc1C#N. Given the product CCOC(=O)C1(c2ccc(-c3ccc(-c4onc(C)c4NC(=O)O[C@H](C)c4ccccc4C#N)cc3)cc2)CC1, predict the reactants needed to synthesize it.